From a dataset of Reaction yield outcomes from USPTO patents with 853,638 reactions. Predict the reaction yield, written as a fraction of the theoretical maximum amount of product (1.0 means a 100% yield; for example, 0.34 means a 34% yield). (1) The reactants are [Cl:1][C:2]1[CH:7]=[CH:6][C:5]([N:8]=[C:9]=[O:10])=[CH:4][C:3]=1[C:11]([F:14])([F:13])[F:12].[Cl:15][C:16]1[CH:21]=[C:20]([O:22][C:23]2[CH:28]=[CH:27][N:26]=[C:25]([S:29][CH3:30])[N:24]=2)[CH:19]=[CH:18][C:17]=1[NH2:31]. The catalyst is C1COCC1. The product is [Cl:1][C:2]1[CH:7]=[CH:6][C:5]([NH:8][C:9]([NH:31][C:17]2[CH:18]=[CH:19][C:20]([O:22][C:23]3[CH:28]=[CH:27][N:26]=[C:25]([S:29][CH3:30])[N:24]=3)=[CH:21][C:16]=2[Cl:15])=[O:10])=[CH:4][C:3]=1[C:11]([F:12])([F:13])[F:14]. The yield is 0.260. (2) The reactants are C([O:3][C:4](=[O:14])[C:5]#[C:6][C:7]1[CH:12]=[CH:11][C:10]([Cl:13])=[CH:9][CH:8]=1)C.FC(F)(F)C(O)=O.CO[CH2:24][N:25]([CH2:31][C:32]1[CH:37]=[CH:36][CH:35]=[CH:34][CH:33]=1)[CH2:26][Si](C)(C)C.[OH-].[Na+]. The catalyst is ClCCl.O. The product is [CH2:31]([N:25]1[CH2:26][C:6]([C:7]2[CH:8]=[CH:9][C:10]([Cl:13])=[CH:11][CH:12]=2)=[C:5]([C:4]([OH:3])=[O:14])[CH2:24]1)[C:32]1[CH:37]=[CH:36][CH:35]=[CH:34][CH:33]=1. The yield is 0.790.